Task: Predict the product of the given reaction.. Dataset: Forward reaction prediction with 1.9M reactions from USPTO patents (1976-2016) (1) Given the reactants Br[CH2:2][CH2:3][CH2:4][N:5]1[C:9]2[CH:10]=[CH:11][CH:12]=[CH:13][C:8]=2[N:7]([C:14]2[C:19]([F:20])=[CH:18][CH:17]=[CH:16][C:15]=2[F:21])[S:6]1(=[O:23])=[O:22].[CH:24]([NH2:27])([CH3:26])[CH3:25].[ClH:28], predict the reaction product. The product is: [ClH:28].[F:21][C:15]1[CH:16]=[CH:17][CH:18]=[C:19]([F:20])[C:14]=1[N:7]1[C:8]2[CH:13]=[CH:12][CH:11]=[CH:10][C:9]=2[N:5]([CH2:4][CH2:3][CH2:2][NH:27][CH:24]([CH3:26])[CH3:25])[S:6]1(=[O:23])=[O:22]. (2) The product is: [CH3:1][C:2]1[CH:3]=[C:4]([CH2:11][C@@H:12]([NH:17][C:18]([N:20]2[CH2:21][CH2:22][CH:23]([C:26]3[C:27](=[O:36])[NH:28][C:29]4[C:34]([CH:35]=3)=[CH:33][CH:32]=[CH:31][CH:30]=4)[CH2:24][CH2:25]2)=[O:19])[C:13]([OH:15])=[O:14])[CH:5]=[C:6]2[C:10]=1[NH:9][N:8]=[CH:7]2. Given the reactants [CH3:1][C:2]1[CH:3]=[C:4]([CH2:11][C@@H:12]([NH:17][C:18]([N:20]2[CH2:25][CH2:24][CH:23]([C:26]3[C:27](=[O:36])[NH:28][C:29]4[C:34]([CH:35]=3)=[CH:33][CH:32]=[CH:31][CH:30]=4)[CH2:22][CH2:21]2)=[O:19])[C:13]([O:15]C)=[O:14])[CH:5]=[C:6]2[C:10]=1[NH:9][N:8]=[CH:7]2.[OH-].[Li+], predict the reaction product.